From a dataset of Forward reaction prediction with 1.9M reactions from USPTO patents (1976-2016). Predict the product of the given reaction. Given the reactants [C:1]([OH:4])(=[O:3])[CH3:2].[C:5](O)(=O)C.I[C:10]1[CH:15]=CC=[CH:12][CH:11]=1.II.OC1C(C)=CC(I)=CC=1C(NO)=O.IC1C=C(C)C2OC(=O)NC=2C=1.C1C=CC(P(C2C=CC=CC=2)C2C=CC=CC=2)=CC=1.CCOC(/N=N/C(OCC)=O)=O.CI.C(=O)([O-])[O-].[K+].[K+], predict the reaction product. The product is: [C:1]([O:4][CH3:5])(=[O:3])[CH2:2][CH2:12][CH2:11][C:10]#[CH:15].